Dataset: Reaction yield outcomes from USPTO patents with 853,638 reactions. Task: Predict the reaction yield, written as a fraction of the theoretical maximum amount of product (1.0 means a 100% yield; for example, 0.34 means a 34% yield). (1) The reactants are [CH3:1][O:2][C:3](=[CH2:8])[C:4]([O:6][CH3:7])=[O:5].CO[CH2:11][N:12]([CH2:18][C:19]1[CH:24]=[CH:23][CH:22]=[CH:21][CH:20]=1)[CH2:13][Si](C)(C)C.FC(F)(F)C(O)=O. The catalyst is ClCCl. The product is [CH3:7][O:6][C:4]([C:3]1([O:2][CH3:1])[CH2:8][CH2:11][N:12]([CH2:18][C:19]2[CH:20]=[CH:21][CH:22]=[CH:23][CH:24]=2)[CH2:13]1)=[O:5]. The yield is 0.400. (2) The reactants are [Br:1][C:2]1[CH:3]=[C:4]2[C:10]([I:11])=[N:9][NH:8][C:5]2=[N:6][CH:7]=1.[H-].[Na+].ClCCC(C)(C)C(O)=O.Cl[CH2:24][O:25][C:26](=[O:31])[C:27]([CH3:30])([CH3:29])[CH3:28]. The catalyst is CN(C=O)C. The yield is 0.920. The product is [Br:1][C:2]1[CH:3]=[C:4]2[C:10]([I:11])=[N:9][N:8]([CH2:24][O:25][C:26](=[O:31])[C:27]([CH3:30])([CH3:29])[CH3:28])[C:5]2=[N:6][CH:7]=1. (3) The reactants are [CH:1]([C:3]1[N:7]([CH3:8])[CH:6]=[C:5]([C:9]([O:11][C:12]([CH3:15])([CH3:14])[CH3:13])=[O:10])[CH:4]=1)=O.[CH3:16][C:17]([S@@:20]([NH2:22])=[O:21])([CH3:19])[CH3:18].O. The catalyst is C(Cl)Cl.CC(C)[O-].[Ti+4].CC(C)[O-].CC(C)[O-].CC(C)[O-]. The yield is 0.630. The product is [C:17]([S@@:20](/[N:22]=[CH:1]/[C:3]1[N:7]([CH3:8])[CH:6]=[C:5]([C:9]([O:11][C:12]([CH3:15])([CH3:14])[CH3:13])=[O:10])[CH:4]=1)=[O:21])([CH3:19])([CH3:18])[CH3:16]. (4) The product is [CH2:25]([CH:29]1[CH2:34][CH2:33][N:32]([CH2:2][CH2:3][CH2:4][N:5]2[C:10]3[CH:11]=[CH:12][CH:13]=[C:14]([F:15])[C:9]=3[O:8][CH2:7][C:6]2=[O:16])[CH2:31][CH2:30]1)[CH2:26][CH2:27][CH3:28]. The yield is 0.800. The reactants are Cl[CH2:2][CH2:3][CH2:4][N:5]1[C:10]2[CH:11]=[CH:12][CH:13]=[C:14]([F:15])[C:9]=2[O:8][CH2:7][C:6]1=[O:16].C([O-])([O-])=O.[K+].[K+].[Na+].[I-].[CH2:25]([CH:29]1[CH2:34][CH2:33][NH:32][CH2:31][CH2:30]1)[CH2:26][CH2:27][CH3:28]. The catalyst is C(Cl)Cl.CO. (5) The reactants are [N+:1]([C:4]1[CH:12]=[C:11]2[C:7]([CH:8]=[CH:9][NH:10]2)=[CH:6][CH:5]=1)([O-:3])=[O:2].ClS([N:17]=[C:18]=O)(=O)=O.C([O-])(O)=O.[Na+]. The catalyst is CN(C=O)C.CC#N. The product is [N+:1]([C:4]1[CH:12]=[C:11]2[C:7]([C:8]([C:18]#[N:17])=[CH:9][NH:10]2)=[CH:6][CH:5]=1)([O-:3])=[O:2]. The yield is 0.820.